Dataset: Full USPTO retrosynthesis dataset with 1.9M reactions from patents (1976-2016). Task: Predict the reactants needed to synthesize the given product. (1) Given the product [C:50]1([C:49]([N:31]2[C:30]3[CH:29]=[CH:28][C:27]([C:26]4[N:25]=[N:24][NH:23][N:22]=4)=[CH:39][C:38]=3[C:37]3[C:32]2=[CH:33][CH:34]=[CH:35][CH:36]=3)=[O:56])[CH:55]=[CH:54][CH:53]=[CH:52][CH:51]=1, predict the reactants needed to synthesize it. The reactants are: C1C=CC(C(Cl)(C2C(Cl)=CC=CC=2)C2C=CC=CC=2)=CC=1.[N:22]1[NH:23][N:24]=[N:25][C:26]=1[C:27]1[CH:28]=[CH:29][C:30]2[NH:31][C:32]3[C:37]([C:38]=2[CH:39]=1)=[CH:36][CH:35]=[CH:34][CH:33]=3.CC(N(CC)C(C)C)C.[C:49](Cl)(=[O:56])[C:50]1[CH:55]=[CH:54][CH:53]=[CH:52][CH:51]=1. (2) Given the product [C:26]([C:25]1[CH:28]=[C:21]([C:19]2[CH:18]=[CH:17][N:16]=[C:15]([NH:14][C:11]3[CH:12]=[CH:13][C:8]([O:7][CH2:6][CH2:5][O:4][CH2:3][CH2:2][NH:1][S:53]([N:50]4[CH2:51][CH2:52][N:47]([CH3:46])[CH2:48][CH2:49]4)(=[O:55])=[O:54])=[C:9]([O:36][CH3:37])[CH:10]=3)[N:20]=2)[CH:22]=[CH:23][C:24]=1[O:29][CH:30]1[CH2:31][CH2:32][O:33][CH2:34][CH2:35]1)#[N:27], predict the reactants needed to synthesize it. The reactants are: [NH2:1][CH2:2][CH2:3][O:4][CH2:5][CH2:6][O:7][C:8]1[CH:13]=[CH:12][C:11]([NH:14][C:15]2[N:20]=[C:19]([C:21]3[CH:22]=[CH:23][C:24]([O:29][CH:30]4[CH2:35][CH2:34][O:33][CH2:32][CH2:31]4)=[C:25]([CH:28]=3)[C:26]#[N:27])[CH:18]=[CH:17][N:16]=2)=[CH:10][C:9]=1[O:36][CH3:37].CCN(CC)CC.Cl.[CH3:46][N:47]1[CH2:52][CH2:51][N:50]([S:53](Cl)(=[O:55])=[O:54])[CH2:49][CH2:48]1.CN(C=O)C. (3) Given the product [F:1][C:2]1[CH:3]=[CH:4][C:5]([C:8]2[C:12]([CH2:13][O:14][C:15]3[N:16]=[CH:17][C:18]([C:19]([N:27]4[CH2:26][C@@H:25]5[CH2:31][C@@H:29]([O:30]5)[CH2:28]4)=[O:21])=[CH:22][CH:23]=3)=[C:11]([CH3:24])[O:10][N:9]=2)=[CH:6][CH:7]=1, predict the reactants needed to synthesize it. The reactants are: [F:1][C:2]1[CH:7]=[CH:6][C:5]([C:8]2[C:12]([CH2:13][O:14][C:15]3[CH:23]=[CH:22][C:18]([C:19]([OH:21])=O)=[CH:17][N:16]=3)=[C:11]([CH3:24])[O:10][N:9]=2)=[CH:4][CH:3]=1.[CH:25]12[CH2:31][CH:29]([O:30]1)[CH2:28][NH:27][CH2:26]2.